From a dataset of NCI-60 drug combinations with 297,098 pairs across 59 cell lines. Regression. Given two drug SMILES strings and cell line genomic features, predict the synergy score measuring deviation from expected non-interaction effect. (1) Drug 1: CC1CCC2CC(C(=CC=CC=CC(CC(C(=O)C(C(C(=CC(C(=O)CC(OC(=O)C3CCCCN3C(=O)C(=O)C1(O2)O)C(C)CC4CCC(C(C4)OC)O)C)C)O)OC)C)C)C)OC. Drug 2: CC1C(C(CC(O1)OC2CC(CC3=C2C(=C4C(=C3O)C(=O)C5=C(C4=O)C(=CC=C5)OC)O)(C(=O)CO)O)N)O.Cl. Cell line: HT29. Synergy scores: CSS=37.4, Synergy_ZIP=0.162, Synergy_Bliss=4.56, Synergy_Loewe=4.07, Synergy_HSA=5.49. (2) Drug 1: CC1CCC2CC(C(=CC=CC=CC(CC(C(=O)C(C(C(=CC(C(=O)CC(OC(=O)C3CCCCN3C(=O)C(=O)C1(O2)O)C(C)CC4CCC(C(C4)OC)OCCO)C)C)O)OC)C)C)C)OC. Drug 2: C1C(C(OC1N2C=NC(=NC2=O)N)CO)O. Cell line: CCRF-CEM. Synergy scores: CSS=48.2, Synergy_ZIP=-1.50, Synergy_Bliss=0.607, Synergy_Loewe=3.50, Synergy_HSA=6.27. (3) Drug 1: C#CCC(CC1=CN=C2C(=N1)C(=NC(=N2)N)N)C3=CC=C(C=C3)C(=O)NC(CCC(=O)O)C(=O)O. Drug 2: C(CN)CNCCSP(=O)(O)O. Cell line: HOP-92. Synergy scores: CSS=-2.22, Synergy_ZIP=1.89, Synergy_Bliss=0.214, Synergy_Loewe=0.547, Synergy_HSA=-4.46. (4) Cell line: NCI/ADR-RES. Synergy scores: CSS=18.4, Synergy_ZIP=-7.96, Synergy_Bliss=-0.744, Synergy_Loewe=-2.70, Synergy_HSA=1.47. Drug 1: C1=CC(=CC=C1CCCC(=O)O)N(CCCl)CCCl. Drug 2: C1CN(CCN1C(=O)CCBr)C(=O)CCBr. (5) Drug 1: CS(=O)(=O)C1=CC(=C(C=C1)C(=O)NC2=CC(=C(C=C2)Cl)C3=CC=CC=N3)Cl. Drug 2: CN(C)N=NC1=C(NC=N1)C(=O)N. Cell line: M14. Synergy scores: CSS=-6.31, Synergy_ZIP=3.55, Synergy_Bliss=1.24, Synergy_Loewe=-3.96, Synergy_HSA=-3.34. (6) Drug 1: COC1=CC(=CC(=C1O)OC)C2C3C(COC3=O)C(C4=CC5=C(C=C24)OCO5)OC6C(C(C7C(O6)COC(O7)C8=CC=CS8)O)O. Drug 2: CCN(CC)CCNC(=O)C1=C(NC(=C1C)C=C2C3=C(C=CC(=C3)F)NC2=O)C. Cell line: LOX IMVI. Synergy scores: CSS=36.1, Synergy_ZIP=0.259, Synergy_Bliss=0.580, Synergy_Loewe=-2.53, Synergy_HSA=2.51. (7) Drug 1: CC1=CC=C(C=C1)C2=CC(=NN2C3=CC=C(C=C3)S(=O)(=O)N)C(F)(F)F. Drug 2: C1CN1C2=NC(=NC(=N2)N3CC3)N4CC4. Cell line: HOP-92. Synergy scores: CSS=23.4, Synergy_ZIP=-8.79, Synergy_Bliss=-4.02, Synergy_Loewe=-10.0, Synergy_HSA=-2.53.